From a dataset of Full USPTO retrosynthesis dataset with 1.9M reactions from patents (1976-2016). Predict the reactants needed to synthesize the given product. (1) Given the product [O:1]=[C:2]1[C@@H:8]([NH:9][C:10](=[O:16])[O:11][C:12]([CH3:13])([CH3:15])[CH3:14])[CH2:7][CH2:6][CH2:5][CH2:4][N:3]1[CH2:21][C:22]1[CH:23]=[N:24][CH:25]=[CH:26][CH:27]=1, predict the reactants needed to synthesize it. The reactants are: [O:1]=[C:2]1[C@@H:8]([NH:9][C:10](=[O:16])[O:11][C:12]([CH3:15])([CH3:14])[CH3:13])[CH2:7][CH2:6][CH2:5][CH2:4][NH:3]1.[H-].[Na+].Cl.Cl[CH2:21][C:22]1[CH:23]=[N:24][CH:25]=[CH:26][CH:27]=1. (2) Given the product [F:11][CH2:10][C:9]1([CH2:12][F:13])[O:14][B:24]([OH:25])[C:2]2[CH:7]=[CH:6][C:5]([CH3:8])=[CH:4][C:3]1=2, predict the reactants needed to synthesize it. The reactants are: Br[C:2]1[CH:7]=[CH:6][C:5]([CH3:8])=[CH:4][C:3]=1[C:9]([O:14]COCC)([CH2:12][F:13])[CH2:10][F:11].[Li]CCCC.[B:24](OC)(OC)[O:25]C.CC(=O)OCC.